From a dataset of Forward reaction prediction with 1.9M reactions from USPTO patents (1976-2016). Predict the product of the given reaction. (1) Given the reactants [F:1][C:2]1[CH:3]=[CH:4][C:5]([CH3:35])=[C:6]([CH:34]=1)[O:7][CH2:8][C:9]1[C:10]([C:23]2[CH:28]=[CH:27][C:26]([N+:29]([O-])=O)=[CH:25][C:24]=2[O:32][CH3:33])=[CH:11][CH:12]=[C:13]2[C:18]=1[N:17]([CH3:19])[C:16](=[O:20])[C:15]([CH3:22])([CH3:21])[NH:14]2.CN(C)C=O.C(O)C, predict the reaction product. The product is: [NH2:29][C:26]1[CH:27]=[CH:28][C:23]([C:10]2[C:9]([CH2:8][O:7][C:6]3[CH:34]=[C:2]([F:1])[CH:3]=[CH:4][C:5]=3[CH3:35])=[C:18]3[C:13]([NH:14][C:15]([CH3:22])([CH3:21])[C:16](=[O:20])[N:17]3[CH3:19])=[CH:12][CH:11]=2)=[C:24]([O:32][CH3:33])[CH:25]=1. (2) Given the reactants [Cl:1][C:2]1[CH:3]=[C:4]([CH:8]=[C:9]([Cl:12])[C:10]=1[OH:11])[C:5]([OH:7])=O.[CH2:13]1[C@H:22]2[C@H:17]([CH2:18][CH2:19][C:20]3[CH:26]=[CH:25][CH:24]=[CH:23][C:21]=32)[NH:16][CH2:15][CH2:14]1.F[P-](F)(F)(F)(F)F.N1(OC(N(C)C)=[N+](C)C)C2N=CC=CC=2N=N1, predict the reaction product. The product is: [Cl:12][C:9]1[CH:8]=[C:4]([C:5]([N:16]2[C@@H:17]3[C@@H:22]([C:21]4[CH:23]=[CH:24][CH:25]=[CH:26][C:20]=4[CH2:19][CH2:18]3)[CH2:13][CH2:14][CH2:15]2)=[O:7])[CH:3]=[C:2]([Cl:1])[C:10]=1[OH:11]. (3) Given the reactants [CH3:1][CH2:2][C:3]([C:5]1[CH:10]=[CH:9][C:8]([C:11]([F:14])([F:13])[F:12])=[CH:7][CH:6]=1)=[O:4].[BH4-].[Na+], predict the reaction product. The product is: [F:12][C:11]([F:13])([F:14])[C:8]1[CH:7]=[CH:6][C:5]([CH:3]([OH:4])[CH2:2][CH3:1])=[CH:10][CH:9]=1. (4) Given the reactants [C:1]1([NH:7][C:8]([C@H:10]2[C@@H:14]([CH2:15][C:16]3[CH:21]=[CH:20][CH:19]=[CH:18][CH:17]=3)[CH2:13][N:12]([CH2:22][C:23]3[CH:28]=[CH:27][CH:26]=[CH:25][CH:24]=3)[CH2:11]2)=O)[CH:6]=[CH:5][CH:4]=[CH:3][CH:2]=1.S(C)C.CO, predict the reaction product. The product is: [CH2:22]([N:12]1[CH2:13][C@H:14]([CH2:15][C:16]2[CH:17]=[CH:18][CH:19]=[CH:20][CH:21]=2)[C@H:10]([CH2:8][NH:7][C:1]2[CH:6]=[CH:5][CH:4]=[CH:3][CH:2]=2)[CH2:11]1)[C:23]1[CH:24]=[CH:25][CH:26]=[CH:27][CH:28]=1. (5) Given the reactants [C:1]([Si:5]([CH3:41])([CH3:40])[O:6][CH:7]([C:36]([CH3:39])([CH3:38])[CH3:37])[CH2:8][CH2:9][C:10]1[CH:15]=[CH:14][C:13]([C:16]([C:21]2[CH:26]=[CH:25][C:24]([C:27]3[O:31][C:30]([CH:32]=O)=[CH:29][CH:28]=3)=[C:23]([CH3:34])[CH:22]=2)([CH2:19][CH3:20])[CH2:17][CH3:18])=[CH:12][C:11]=1[CH3:35])([CH3:4])([CH3:3])[CH3:2].C[Si]([N-][Si](C)(C)C)(C)C.[K+].[Cl-].[CH3:53][O:54][CH2:55][P+](C1C=CC=CC=1)(C1C=CC=CC=1)C1C=CC=CC=1.[Cl-].[NH4+], predict the reaction product. The product is: [C:1]([Si:5]([O:6][CH:7]([CH2:8][CH2:9][C:10]1[CH:15]=[CH:14][C:13]([C:16]([CH2:17][CH3:18])([C:21]2[CH:26]=[CH:25][C:24]([C:27]3[O:31][C:30]([CH:32]=[CH:53][O:54][CH3:55])=[CH:29][CH:28]=3)=[C:23]([CH3:34])[CH:22]=2)[CH2:19][CH3:20])=[CH:12][C:11]=1[CH3:35])[C:36]([CH3:38])([CH3:39])[CH3:37])([CH3:40])[CH3:41])([CH3:4])([CH3:2])[CH3:3]. (6) Given the reactants [CH2:1]([NH2:4])[CH2:2][NH2:3].C[Al](C)C.[F:9][C:10]([CH3:41])([CH3:40])[CH2:11][CH2:12][CH:13]1[C:17](=O)[O:16][CH:15]([CH:19]([NH:27][C:28]([C:30]2[CH:39]=[N:38][C:37]3[C:32](=[CH:33][CH:34]=[CH:35][CH:36]=3)[N:31]=2)=[O:29])[CH2:20][C:21]2[CH:26]=[CH:25][CH:24]=[CH:23][CH:22]=2)[CH2:14]1, predict the reaction product. The product is: [CH2:20]([CH:19]([NH:27][C:28]([C:30]1[CH:39]=[N:38][C:37]2[C:32](=[CH:33][CH:34]=[CH:35][CH:36]=2)[N:31]=1)=[O:29])[CH:15]([OH:16])[CH2:14][CH:13]([C:17]1[NH:3][CH2:2][CH2:1][N:4]=1)[CH2:12][CH2:11][C:10]([F:9])([CH3:41])[CH3:40])[C:21]1[CH:22]=[CH:23][CH:24]=[CH:25][CH:26]=1. (7) Given the reactants [CH:1]([O:4][C:5]1[CH:10]=[CH:9][C:8]([N:11]2[C:19]3[C:14](=[CH:15][C:16]([O:20][C:21]4[CH:26]=[CH:25][C:24]([C:27]([F:30])([F:29])[F:28])=[CH:23][N:22]=4)=[CH:17][CH:18]=3)[CH:13]=[C:12]2[C:31](O)=[O:32])=[CH:7][CH:6]=1)([CH3:3])[CH3:2].[C:34]([O:38][C:39]([NH:41][CH2:42][CH2:43][NH2:44])=[O:40])([CH3:37])([CH3:36])[CH3:35].Cl.CN(C)CCCN=C=NCC.ON1C2C=CC=CC=2N=N1.CCN(CC)CC, predict the reaction product. The product is: [C:34]([O:38][C:39]([NH:41][CH2:42][CH2:43][NH:44][C:31]([C:12]1[N:11]([C:8]2[CH:9]=[CH:10][C:5]([O:4][CH:1]([CH3:3])[CH3:2])=[CH:6][CH:7]=2)[C:19]2[C:14]([CH:13]=1)=[CH:15][C:16]([O:20][C:21]1[CH:26]=[CH:25][C:24]([C:27]([F:29])([F:28])[F:30])=[CH:23][N:22]=1)=[CH:17][CH:18]=2)=[O:32])=[O:40])([CH3:37])([CH3:36])[CH3:35]. (8) Given the reactants Cl[CH2:2][C:3]([NH:5][CH2:6][C:7]1[CH:12]=[CH:11][CH:10]=[C:9]([C:13]2[NH:30][C:16]3[N:17]=[CH:18][N:19]=[C:20]([NH:21][C@@H:22]([C:24]4[CH:29]=[CH:28][CH:27]=[CH:26][CH:25]=4)[CH3:23])[C:15]=3[CH:14]=2)[CH:8]=1)=[O:4].[CH3:31][NH:32][CH3:33], predict the reaction product. The product is: [CH3:31][N:32]([CH3:33])[CH2:2][C:3]([NH:5][CH2:6][C:7]1[CH:12]=[CH:11][CH:10]=[C:9]([C:13]2[NH:30][C:16]3[N:17]=[CH:18][N:19]=[C:20]([NH:21][C@@H:22]([C:24]4[CH:29]=[CH:28][CH:27]=[CH:26][CH:25]=4)[CH3:23])[C:15]=3[CH:14]=2)[CH:8]=1)=[O:4].